This data is from Catalyst prediction with 721,799 reactions and 888 catalyst types from USPTO. The task is: Predict which catalyst facilitates the given reaction. (1) Reactant: [Si:1]([O:8][C@H:9]1[CH2:13][CH2:12][NH:11][C@@H:10]1[C@H:14]([NH:16][C:17]1[CH:22]=[CH:21][C:20]([C:23]#[N:24])=[C:19]([Cl:25])[C:18]=1[CH3:26])[CH3:15])([C:4]([CH3:7])([CH3:6])[CH3:5])([CH3:3])[CH3:2].CCN(C(C)C)C(C)C.[C:36](Cl)(Cl)=[O:37].C1(C)C=CC=CC=1. Product: [O:8]([C@@H:9]1[C@@H:10]2[N:11]([C:36](=[O:37])[N:16]([C:17]3[CH:22]=[CH:21][C:20]([C:23]#[N:24])=[C:19]([Cl:25])[C:18]=3[CH3:26])[C@@H:14]2[CH3:15])[CH2:12][CH2:13]1)[Si:1]([C:4]([CH3:6])([CH3:7])[CH3:5])([CH3:3])[CH3:2]. The catalyst class is: 2. (2) Reactant: [Cl:1][C:2]1[CH:7]=[CH:6][CH:5]=[CH:4][C:3]=1[N:8]1[C:17](=[O:18])[C:16]2[C:11](=[N:12][C:13](S(C)=O)=[N:14][CH:15]=2)[N:10]2[CH:22]=[CH:23][N:24]=[C:9]12.[NH2:25][C:26]1[CH:31]=[CH:30][C:29]([CH:32]2[CH2:37][CH2:36][CH2:35][CH2:34][N:33]2C(OC(C)(C)C)=O)=[CH:28][CH:27]=1.[F:45][C:46]([F:51])([F:50])[C:47]([OH:49])=[O:48]. The catalyst class is: 13. Product: [Cl:1][C:2]1[CH:7]=[CH:6][CH:5]=[CH:4][C:3]=1[N:8]1[C:17](=[O:18])[C:16]2[CH:15]=[N:14][C:13]([NH:25][C:26]3[CH:27]=[CH:28][C:29]([CH:32]4[CH2:37][CH2:36][CH2:35][CH2:34][NH:33]4)=[CH:30][CH:31]=3)=[N:12][C:11]=2[N:10]2[CH:22]=[CH:23][N:24]=[C:9]12.[F:45][C:46]([F:51])([F:50])[C:47]([OH:49])=[O:48].